This data is from NCI-60 drug combinations with 297,098 pairs across 59 cell lines. The task is: Regression. Given two drug SMILES strings and cell line genomic features, predict the synergy score measuring deviation from expected non-interaction effect. (1) Drug 1: CN1C2=C(C=C(C=C2)N(CCCl)CCCl)N=C1CCCC(=O)O.Cl. Drug 2: CC12CCC3C(C1CCC2O)C(CC4=C3C=CC(=C4)O)CCCCCCCCCS(=O)CCCC(C(F)(F)F)(F)F. Cell line: KM12. Synergy scores: CSS=3.05, Synergy_ZIP=-0.645, Synergy_Bliss=-0.838, Synergy_Loewe=-0.396, Synergy_HSA=-0.140. (2) Drug 1: C1CN1P(=S)(N2CC2)N3CC3. Drug 2: CC1CCC2CC(C(=CC=CC=CC(CC(C(=O)C(C(C(=CC(C(=O)CC(OC(=O)C3CCCCN3C(=O)C(=O)C1(O2)O)C(C)CC4CCC(C(C4)OC)OCCO)C)C)O)OC)C)C)C)OC. Cell line: CAKI-1. Synergy scores: CSS=2.63, Synergy_ZIP=-4.69, Synergy_Bliss=-1.87, Synergy_Loewe=-3.56, Synergy_HSA=-2.39. (3) Drug 1: CN1CCC(CC1)COC2=C(C=C3C(=C2)N=CN=C3NC4=C(C=C(C=C4)Br)F)OC. Drug 2: CC=C1C(=O)NC(C(=O)OC2CC(=O)NC(C(=O)NC(CSSCCC=C2)C(=O)N1)C(C)C)C(C)C. Cell line: HOP-62. Synergy scores: CSS=48.3, Synergy_ZIP=-1.53, Synergy_Bliss=-2.28, Synergy_Loewe=-41.2, Synergy_HSA=-1.76. (4) Drug 1: CC1=C(C=C(C=C1)NC2=NC=CC(=N2)N(C)C3=CC4=NN(C(=C4C=C3)C)C)S(=O)(=O)N.Cl. Drug 2: C1CCC(CC1)NC(=O)N(CCCl)N=O. Cell line: SNB-19. Synergy scores: CSS=41.9, Synergy_ZIP=3.55, Synergy_Bliss=3.69, Synergy_Loewe=3.22, Synergy_HSA=2.63. (5) Drug 1: CNC(=O)C1=CC=CC=C1SC2=CC3=C(C=C2)C(=NN3)C=CC4=CC=CC=N4. Drug 2: N.N.Cl[Pt+2]Cl. Cell line: COLO 205. Synergy scores: CSS=-7.74, Synergy_ZIP=4.82, Synergy_Bliss=-2.85, Synergy_Loewe=-12.0, Synergy_HSA=-10.0. (6) Drug 1: CC1OCC2C(O1)C(C(C(O2)OC3C4COC(=O)C4C(C5=CC6=C(C=C35)OCO6)C7=CC(=C(C(=C7)OC)O)OC)O)O. Drug 2: C1=NC2=C(N1)C(=S)N=C(N2)N. Cell line: UACC62. Synergy scores: CSS=38.3, Synergy_ZIP=-12.5, Synergy_Bliss=-4.75, Synergy_Loewe=-1.01, Synergy_HSA=0.727. (7) Drug 1: C1=CC(=CC=C1CCC2=CNC3=C2C(=O)NC(=N3)N)C(=O)NC(CCC(=O)O)C(=O)O. Drug 2: C1=NC2=C(N1)C(=S)N=C(N2)N. Cell line: OVCAR-8. Synergy scores: CSS=43.6, Synergy_ZIP=-1.16, Synergy_Bliss=-0.727, Synergy_Loewe=-0.906, Synergy_HSA=2.54. (8) Drug 1: C1CNP(=O)(OC1)N(CCCl)CCCl. Drug 2: C(CCl)NC(=O)N(CCCl)N=O. Cell line: HT29. Synergy scores: CSS=42.2, Synergy_ZIP=10.7, Synergy_Bliss=10.9, Synergy_Loewe=13.6, Synergy_HSA=13.9. (9) Drug 1: CC1=C2C(C(=O)C3(C(CC4C(C3C(C(C2(C)C)(CC1OC(=O)C(C(C5=CC=CC=C5)NC(=O)OC(C)(C)C)O)O)OC(=O)C6=CC=CC=C6)(CO4)OC(=O)C)O)C)O. Drug 2: C#CCC(CC1=CN=C2C(=N1)C(=NC(=N2)N)N)C3=CC=C(C=C3)C(=O)NC(CCC(=O)O)C(=O)O. Cell line: IGROV1. Synergy scores: CSS=65.3, Synergy_ZIP=1.25, Synergy_Bliss=-1.11, Synergy_Loewe=-9.36, Synergy_HSA=-0.0500. (10) Drug 1: CNC(=O)C1=CC=CC=C1SC2=CC3=C(C=C2)C(=NN3)C=CC4=CC=CC=N4. Drug 2: C1=C(C(=O)NC(=O)N1)F. Cell line: HCT-15. Synergy scores: CSS=32.6, Synergy_ZIP=1.93, Synergy_Bliss=-4.07, Synergy_Loewe=-5.66, Synergy_HSA=-4.18.